From a dataset of Reaction yield outcomes from USPTO patents with 853,638 reactions. Predict the reaction yield, written as a fraction of the theoretical maximum amount of product (1.0 means a 100% yield; for example, 0.34 means a 34% yield). (1) The reactants are [C:1]([O:4][CH:5]1[CH:10]([CH3:11])[CH2:9][C:8]([C:12]2[CH:17]=[CH:16][N:15]=[CH:14][C:13]=2[N+:18]([O-])=O)=[CH:7][CH:6]1[NH:21][C:22]([O:24][C:25]([CH3:28])([CH3:27])[CH3:26])=[O:23])(=[O:3])[CH3:2]. The catalyst is CO.CCOC(C)=O.[Pd]. The product is [C:1]([O:4][CH:5]1[CH:10]([CH3:11])[CH2:9][CH:8]([C:12]2[CH:17]=[CH:16][N:15]=[CH:14][C:13]=2[NH2:18])[CH2:7][CH:6]1[NH:21][C:22]([O:24][C:25]([CH3:26])([CH3:28])[CH3:27])=[O:23])(=[O:3])[CH3:2]. The yield is 0.590. (2) The reactants are [CH3:1][O:2][CH2:3][CH2:4][N:5]1[CH2:11][CH2:10][C:9]2[S:12][C:13]([NH2:15])=[N:14][C:8]=2[C:7]2=[CH:16][NH:17][N:18]=[C:6]12.Br[C:20]1[CH:25]=[CH:24][CH:23]=[C:22]([CH3:26])[N:21]=1.CC([O-])(C)C.[Na+].CC1(C)C2C(=C(P(C3C=CC=CC=3)C3C=CC=CC=3)C=CC=2)OC2C(P(C3C=CC=CC=3)C3C=CC=CC=3)=CC=CC1=2. The catalyst is C1(C)C=CC=CC=1.CCOC(C)=O.C1C=CC(/C=C/C(/C=C/C2C=CC=CC=2)=O)=CC=1.C1C=CC(/C=C/C(/C=C/C2C=CC=CC=2)=O)=CC=1.C1C=CC(/C=C/C(/C=C/C2C=CC=CC=2)=O)=CC=1.[Pd].[Pd]. The product is [CH3:1][O:2][CH2:3][CH2:4][N:5]1[CH2:11][CH2:10][C:9]2[S:12][C:13]([NH:15][C:20]3[CH:25]=[CH:24][CH:23]=[C:22]([CH3:26])[N:21]=3)=[N:14][C:8]=2[C:7]2=[CH:16][NH:17][N:18]=[C:6]12. The yield is 0.0600. (3) The reactants are Cl[C:2]1[N:7]=[C:6]([Cl:8])[N:5]=[C:4]([N:9]2[CH:14]([CH3:15])[CH2:13][O:12][CH2:11][CH:10]2[CH3:16])[N:3]=1.[CH3:17][NH:18][C:19]([NH:21][C:22]1[CH:27]=[CH:26][C:25](B2OC(C)(C)C(C)(C)O2)=[CH:24][CH:23]=1)=[O:20]. No catalyst specified. The product is [Cl:8][C:6]1[N:5]=[C:4]([N:9]2[CH:14]([CH3:15])[CH2:13][O:12][CH2:11][CH:10]2[CH3:16])[N:3]=[C:2]([C:25]2[CH:24]=[CH:23][C:22]([NH:21][C:19]([NH:18][CH3:17])=[O:20])=[CH:27][CH:26]=2)[N:7]=1. The yield is 0.160. (4) The yield is 0.660. The product is [CH2:1]([O:3][C:4](=[O:12])[CH2:5][CH:6]1[CH2:11][O:10][CH2:9][CH2:8][N:7]1[C:26]([C:21]1[N:22]=[C:23]([CH3:25])[S:24][C:20]=1[C:17]1[CH:18]=[CH:19][C:14]([F:13])=[CH:15][CH:16]=1)=[O:27])[CH3:2]. The reactants are [CH2:1]([O:3][C:4](=[O:12])[CH2:5][CH:6]1[CH2:11][O:10][CH2:9][CH2:8][NH:7]1)[CH3:2].[F:13][C:14]1[CH:19]=[CH:18][C:17]([C:20]2[S:24][C:23]([CH3:25])=[N:22][C:21]=2[C:26](O)=[O:27])=[CH:16][CH:15]=1. No catalyst specified. (5) The reactants are [CH:1]1([O:6][C:7](=[O:52])[C@@H:8]([N:15](C(OC(C)(C)C)=O)[CH2:16][C:17]2[CH:22]=[CH:21][CH:20]=[C:19]([NH:23][CH2:24][C:25]3[CH:26]=[CH:27][C:28]4[CH:32]=[C:31]([C:33](=[O:43])[NH:34][O:35]C(OCC(C)C)C)[S:30][C:29]=4[CH:44]=3)[CH:18]=2)[C:9]2[CH:14]=[CH:13][CH:12]=[CH:11][CH:10]=2)[CH2:5][CH2:4][CH2:3][CH2:2]1.C(O)(C(F)(F)F)=O. The catalyst is C(Cl)Cl.CO.C(Cl)Cl. The product is [CH:1]1([O:6][C:7](=[O:52])[C@@H:8]([NH:15][CH2:16][C:17]2[CH:22]=[CH:21][CH:20]=[C:19]([NH:23][CH2:24][C:25]3[CH:26]=[CH:27][C:28]4[CH:32]=[C:31]([C:33](=[O:43])[NH:34][OH:35])[S:30][C:29]=4[CH:44]=3)[CH:18]=2)[C:9]2[CH:14]=[CH:13][CH:12]=[CH:11][CH:10]=2)[CH2:5][CH2:4][CH2:3][CH2:2]1. The yield is 0.110.